This data is from Catalyst prediction with 721,799 reactions and 888 catalyst types from USPTO. The task is: Predict which catalyst facilitates the given reaction. Reactant: [C:1]([O:5][C:6](=[O:40])[C:7]1[CH:12]=[CH:11][CH:10]=[C:9]([CH2:13][CH:14]([NH:28][C:29](=[O:37])[CH2:30][CH:31]2[CH2:36][CH2:35][NH:34][CH2:33][CH2:32]2)[B:15]2[O:23][CH:22]3[C:17]([CH3:27])([CH:18]4[CH2:24][CH:20]([CH2:21]3)[C:19]4([CH3:26])[CH3:25])[O:16]2)[C:8]=1[O:38][CH3:39])([CH3:4])([CH3:3])[CH3:2].[C:41]([O:45][C:46](=[O:51])[NH:47][CH2:48][CH:49]=O)([CH3:44])([CH3:43])[CH3:42]. Product: [C:1]([O:5][C:6](=[O:40])[C:7]1[CH:12]=[CH:11][CH:10]=[C:9]([CH2:13][CH:14]([NH:28][C:29](=[O:37])[CH2:30][CH:31]2[CH2:32][CH2:33][N:34]([CH2:49][CH2:48][NH:47][C:46]([O:45][C:41]([CH3:44])([CH3:43])[CH3:42])=[O:51])[CH2:35][CH2:36]2)[B:15]2[O:23][CH:22]3[C:17]([CH3:27])([CH:18]4[CH2:24][CH:20]([CH2:21]3)[C:19]4([CH3:25])[CH3:26])[O:16]2)[C:8]=1[O:38][CH3:39])([CH3:2])([CH3:3])[CH3:4]. The catalyst class is: 19.